From a dataset of Reaction yield outcomes from USPTO patents with 853,638 reactions. Predict the reaction yield, written as a fraction of the theoretical maximum amount of product (1.0 means a 100% yield; for example, 0.34 means a 34% yield). (1) The reactants are [CH3:1][Mg]Cl.[CH3:4][O:5][C:6](=[O:17])[C:7](=[C:12]([CH2:15][CH3:16])[CH2:13][CH3:14])[C:8]([O:10][CH3:11])=[O:9].[NH4+].[Cl-]. The catalyst is O1CCCC1.[Cu]I. The product is [CH3:11][O:10][C:8](=[O:9])[CH:7]([C:12]([CH2:15][CH3:16])([CH3:1])[CH2:13][CH3:14])[C:6]([O:5][CH3:4])=[O:17]. The yield is 0.930. (2) The reactants are [CH3:1][C:2]1[O:6][C:5]([C:7]2[CH:12]=[CH:11][CH:10]=[CH:9][CH:8]=2)=[N:4][C:3]=1[CH2:13][O:14][C:15]1[CH:38]=[CH:37][C:18]([CH2:19][O:20][C:21]2[C:25]([CH2:26][C:27]([O:29]C)=[O:28])=[CH:24][N:23]([C:31]3[CH:36]=[CH:35][CH:34]=[CH:33][CH:32]=3)[N:22]=2)=[CH:17][CH:16]=1.[OH-].[Na+].O1CCCC1.Cl. The catalyst is C(O)C. The product is [CH3:1][C:2]1[O:6][C:5]([C:7]2[CH:8]=[CH:9][CH:10]=[CH:11][CH:12]=2)=[N:4][C:3]=1[CH2:13][O:14][C:15]1[CH:16]=[CH:17][C:18]([CH2:19][O:20][C:21]2[C:25]([CH2:26][C:27]([OH:29])=[O:28])=[CH:24][N:23]([C:31]3[CH:32]=[CH:33][CH:34]=[CH:35][CH:36]=3)[N:22]=2)=[CH:37][CH:38]=1. The yield is 0.910.